This data is from Full USPTO retrosynthesis dataset with 1.9M reactions from patents (1976-2016). The task is: Predict the reactants needed to synthesize the given product. Given the product [C:30]([O:55][C:52]([NH:1][CH2:4][CH:5]1[CH:10]([CH2:11][NH:12][C:40]([O:39][C:36]([CH3:38])([CH3:35])[CH3:37])=[O:41])[C@H:9]2[N:15]([C:16]([O:18][CH2:19][C:20]3[CH:25]=[CH:24][CH:23]=[CH:22][CH:21]=3)=[O:17])[C@@H:6]1[CH2:7][CH2:8]2)=[O:53])([CH3:31])([CH3:34])[CH3:27], predict the reactants needed to synthesize it. The reactants are: [N:1]([CH2:4][CH:5]1[CH:10]([CH2:11][N:12]=[N+]=[N-])[C@H:9]2[N:15]([C:16]([O:18][CH2:19][C:20]3[CH:25]=[CH:24][CH:23]=[CH:22][CH:21]=3)=[O:17])[C@@H:6]1[CH2:7][CH2:8]2)=[N+]=[N-].P(C)(C)[CH3:27].[CH2:30]1[CH2:34]OC[CH2:31]1.[CH3:35][C:36]([O:39][C:40](O[C:40]([O:39][C:36]([CH3:38])([CH3:37])[CH3:35])=[O:41])=[O:41])([CH3:38])[CH3:37].C1C[O:53][CH2:52]C1.[OH2:55].